From a dataset of Peptide-MHC class II binding affinity with 134,281 pairs from IEDB. Regression. Given a peptide amino acid sequence and an MHC pseudo amino acid sequence, predict their binding affinity value. This is MHC class II binding data. (1) The peptide sequence is VKDLKKIITRISAVS. The MHC is HLA-DPA10301-DPB10402 with pseudo-sequence HLA-DPA10301-DPB10402. The binding affinity (normalized) is 0.428. (2) The peptide sequence is SLFVGVRGDIRESVI. The MHC is DRB1_0101 with pseudo-sequence DRB1_0101. The binding affinity (normalized) is 0.603.